This data is from Full USPTO retrosynthesis dataset with 1.9M reactions from patents (1976-2016). The task is: Predict the reactants needed to synthesize the given product. (1) Given the product [C:1]([CH2:3][C:4]([N:39]1[CH2:44][CH2:43][CH2:42][CH:41]([N:45]2[C:49]3[CH:50]=[CH:51][CH:52]=[CH:53][C:48]=3[N:47]=[C:46]2[NH:54][C:55](=[O:62])[C:56]2[CH:61]=[CH:60][CH:59]=[N:58][CH:57]=2)[CH2:40]1)=[O:5])#[N:2], predict the reactants needed to synthesize it. The reactants are: [C:1]([CH2:3][C:4](O)=[O:5])#[N:2].CCN(C(C)C)C(C)C.CN(C(ON1N=NC2C=CC=CC1=2)=[N+](C)C)C.[B-](F)(F)(F)F.Cl.[NH:39]1[CH2:44][CH2:43][CH2:42][CH:41]([N:45]2[C:49]3[CH:50]=[CH:51][CH:52]=[CH:53][C:48]=3[N:47]=[C:46]2[NH:54][C:55](=[O:62])[C:56]2[CH:61]=[CH:60][CH:59]=[N:58][CH:57]=2)[CH2:40]1. (2) Given the product [Cl:21][C:22]1[N:23]=[C:24]([C:29]([NH:1][C@H:2]2[CH2:7][CH2:6][N:5]([C:8]3[CH:9]=[C:10]([CH:15]=[CH:16][CH:17]=3)[C:11]([O:13][CH3:14])=[O:12])[CH2:4][C@H:3]2[O:18][CH2:19][CH3:20])=[O:30])[NH:25][C:26]=1[CH2:27][CH3:28], predict the reactants needed to synthesize it. The reactants are: [NH2:1][C@H:2]1[CH2:7][CH2:6][N:5]([C:8]2[CH:9]=[C:10]([CH:15]=[CH:16][CH:17]=2)[C:11]([O:13][CH3:14])=[O:12])[CH2:4][C@H:3]1[O:18][CH2:19][CH3:20].[Cl:21][C:22]1[N:23]=[C:24]([C:29](O)=[O:30])[NH:25][C:26]=1[CH2:27][CH3:28].CCN=C=NCCCN(C)C.Cl.C1C=CC2N(O)N=NC=2C=1. (3) Given the product [CH:19]1([NH:18][C:16]([C:11]2[CH:10]=[N:9][N:8]([C:5]3[CH:6]=[CH:7][C:2]([C:38]([O:37][CH2:36][CH3:35])=[O:42])=[CH:3][CH:4]=3)[C:12]=2[CH2:13][CH2:14][CH3:15])=[O:17])[CH2:24][CH2:23][CH2:22][CH2:21][CH2:20]1, predict the reactants needed to synthesize it. The reactants are: Cl[C:2]1[CH:7]=[CH:6][C:5]([N:8]2[C:12]([CH2:13][CH2:14][CH3:15])=[C:11]([C:16]([NH:18][CH:19]3[CH2:24][CH2:23][CH2:22][CH2:21][CH2:20]3)=[O:17])[CH:10]=[N:9]2)=[CH:4][CH:3]=1.CCN(C(C)C)C(C)C.O1C[CH2:38][O:37][CH2:36][CH2:35]1.C([OH:42])C. (4) Given the product [CH:1]1([C:6]([N:8]2[CH2:9][CH:10]([C:22]3[O:25][N:26]=[C:27]([C:29]4[CH:33]=[C:32]([CH3:34])[O:31][N:30]=4)[N:28]=3)[CH2:11][CH:12]([C:14]3[CH:19]=[CH:18][C:17]([CH2:20][CH3:21])=[CH:16][CH:15]=3)[CH2:13]2)=[O:7])[CH2:5][CH2:4][CH2:3][CH2:2]1, predict the reactants needed to synthesize it. The reactants are: [CH:1]1([C:6]([N:8]2[CH2:13][CH:12]([C:14]3[CH:19]=[CH:18][C:17]([CH2:20][CH3:21])=[CH:16][CH:15]=3)[CH2:11][CH:10]([C:22](O)=O)[CH2:9]2)=[O:7])[CH2:5][CH2:4][CH2:3][CH2:2]1.[OH:25][NH:26][C:27]([C:29]1[CH:33]=[C:32]([CH3:34])[O:31][N:30]=1)=[NH:28].